Dataset: Peptide-MHC class II binding affinity with 134,281 pairs from IEDB. Task: Regression. Given a peptide amino acid sequence and an MHC pseudo amino acid sequence, predict their binding affinity value. This is MHC class II binding data. (1) The peptide sequence is AFAATANPWASQRF. The MHC is DRB5_0101 with pseudo-sequence DRB5_0101. The binding affinity (normalized) is 0.442. (2) The peptide sequence is SFFEEVPNIIHEAIN. The MHC is DRB1_1501 with pseudo-sequence DRB1_1501. The binding affinity (normalized) is 0.180. (3) The peptide sequence is FFGQNTAAIAATEAQ. The MHC is DRB1_0802 with pseudo-sequence DRB1_0802. The binding affinity (normalized) is 0.430. (4) The peptide sequence is EPEYFNSVCRLMKTI. The MHC is DRB1_0101 with pseudo-sequence DRB1_0101. The binding affinity (normalized) is 0.756. (5) The peptide sequence is SPWSWPDLDLKPGAA. The MHC is DRB5_0101 with pseudo-sequence DRB5_0101. The binding affinity (normalized) is 0. (6) The peptide sequence is HYLKAKEYSHCAWTI. The MHC is DRB1_0701 with pseudo-sequence DRB1_0701. The binding affinity (normalized) is 0.412. (7) The peptide sequence is EFVTLAAKFIIEEDS. The MHC is DRB5_0101 with pseudo-sequence DRB5_0101. The binding affinity (normalized) is 0.348. (8) The peptide sequence is GELQIVDKIDANFKI. The MHC is DRB4_0101 with pseudo-sequence DRB4_0103. The binding affinity (normalized) is 0.765.